Dataset: Full USPTO retrosynthesis dataset with 1.9M reactions from patents (1976-2016). Task: Predict the reactants needed to synthesize the given product. Given the product [Cl:1][C:2]1[CH:3]=[C:4]([CH2:15][OH:16])[CH:5]=[N:6][C:7]=1[N:8]1[CH2:13][CH2:12][N:11]([C:18]2[NH:19][C:20]3[CH:26]=[CH:25][C:24]([C:27]([F:30])([F:29])[F:28])=[CH:23][C:21]=3[N:22]=2)[C@H:10]([CH3:14])[CH2:9]1, predict the reactants needed to synthesize it. The reactants are: [Cl:1][C:2]1[CH:3]=[C:4]([CH2:15][OH:16])[CH:5]=[N:6][C:7]=1[N:8]1[CH2:13][CH2:12][NH:11][C@H:10]([CH3:14])[CH2:9]1.Cl[C:18]1[NH:22][C:21]2[CH:23]=[C:24]([C:27]([F:30])([F:29])[F:28])[CH:25]=[CH:26][C:20]=2[N:19]=1.